From a dataset of Catalyst prediction with 721,799 reactions and 888 catalyst types from USPTO. Predict which catalyst facilitates the given reaction. (1) Reactant: [N+:1]([C:4]1[CH:5]=[C:6]([CH:8]=[CH:9][CH:10]=1)[NH2:7])([O-:3])=[O:2].CCN(C(C)C)C(C)C.[C:20](Cl)(=[O:24])[CH2:21][CH2:22][CH3:23]. Product: [N+:1]([C:4]1[CH:5]=[C:6]([NH:7][C:20](=[O:24])[CH2:21][CH2:22][CH3:23])[CH:8]=[CH:9][CH:10]=1)([O-:3])=[O:2]. The catalyst class is: 4. (2) Reactant: [NH2:1][C:2]1[N:6]([C:7]2[CH:12]=[CH:11][CH:10]=[CH:9][CH:8]=2)[N:5]=[C:4]([CH2:13][CH3:14])[C:3]=1[C:15]([OH:17])=[O:16].CN(C(O[N:26]1[N:34]=[N:33][C:28]2[CH:29]=[CH:30][CH:31]=[N:32][C:27]1=2)=[N+](C)C)C.F[P-](F)(F)(F)(F)F.C1C=NC2N(O)N=NC=2C=1.CCN(C(C)C)C(C)C. Product: [CH2:13]([C:4]1[C:3]([C:15]([O:17][N:26]2[C:27]3=[N:32][CH:31]=[CH:30][CH:29]=[C:28]3[N:33]=[N:34]2)=[O:16])=[C:2]([NH2:1])[N:6]([C:7]2[CH:12]=[CH:11][CH:10]=[CH:9][CH:8]=2)[N:5]=1)[CH3:14]. The catalyst class is: 4.